From a dataset of Full USPTO retrosynthesis dataset with 1.9M reactions from patents (1976-2016). Predict the reactants needed to synthesize the given product. (1) The reactants are: I[C:2]1[CH:3]=[C:4]([CH2:8][C@H:9]([NH:18][C:19](=[O:25])[O:20][C:21]([CH3:24])([CH3:23])[CH3:22])[C:10](=[O:17])[N:11]2[CH2:16][CH2:15][CH2:14][CH2:13][CH2:12]2)[CH:5]=[CH:6][CH:7]=1.[B:26]1([B:26]2[O:30][C:29]([CH3:32])([CH3:31])[C:28]([CH3:34])([CH3:33])[O:27]2)[O:30][C:29]([CH3:32])([CH3:31])[C:28]([CH3:34])([CH3:33])[O:27]1.C(Cl)Cl.C([O-])(=O)C.[K+]. Given the product [O:17]=[C:10]([N:11]1[CH2:16][CH2:15][CH2:14][CH2:13][CH2:12]1)[C@@H:9]([NH:18][C:19](=[O:25])[O:20][C:21]([CH3:24])([CH3:23])[CH3:22])[CH2:8][C:4]1[CH:5]=[CH:6][CH:7]=[C:2]([B:26]2[O:30][C:29]([CH3:32])([CH3:31])[C:28]([CH3:34])([CH3:33])[O:27]2)[CH:3]=1, predict the reactants needed to synthesize it. (2) Given the product [Br:8][C:4]1[CH:3]=[C:2]([N:9]2[CH2:12][CH2:11][CH2:10]2)[CH:7]=[CH:6][CH:5]=1, predict the reactants needed to synthesize it. The reactants are: Br[C:2]1[CH:7]=[CH:6][CH:5]=[C:4]([Br:8])[CH:3]=1.[NH:9]1[CH2:12][CH2:11][CH2:10]1. (3) Given the product [Cl:27][C:24]1[CH:25]=[CH:26][C:21]([CH2:20][O:12][CH:10]2[CH2:11][N:8]([CH:7]([C:1]3[CH:2]=[CH:3][CH:4]=[CH:5][CH:6]=3)[C:13]3[CH:14]=[CH:15][CH:16]=[CH:17][CH:18]=3)[CH2:9]2)=[CH:22][CH:23]=1, predict the reactants needed to synthesize it. The reactants are: [C:1]1([CH:7]([C:13]2[CH:18]=[CH:17][CH:16]=[CH:15][CH:14]=2)[N:8]2[CH2:11][CH:10]([OH:12])[CH2:9]2)[CH:6]=[CH:5][CH:4]=[CH:3][CH:2]=1.Cl[CH2:20][C:21]1[CH:26]=[CH:25][C:24]([Cl:27])=[C:23](Cl)[CH:22]=1. (4) Given the product [CH2:40]([N:44]([CH2:82][C:83]1[CH:88]=[CH:87][C:86]([Cl:89])=[C:85]([Cl:90])[CH:84]=1)[C:45]([C:47]1[C:51]([Cl:52])=[C:50]([CH3:53])[N:49]([C:54]2[CH:69]=[CH:68][C:57]([C:58]([OH:60])=[O:59])=[CH:56][C:55]=2[C:70]([N:72]2[CH2:81][CH2:80][C:79]3[C:74](=[CH:75][CH:76]=[CH:77][CH:78]=3)[CH2:73]2)=[O:71])[N:48]=1)=[O:46])[CH2:41][CH2:42][CH3:43], predict the reactants needed to synthesize it. The reactants are: BrC1C(C(=O)N(CCCC)CCCC)=NN(C2C=CC(C(O)=O)=CC=2C(N2CCC3C(=CC=CC=3)C2)=O)C=1C.[CH2:40]([N:44]([CH2:82][C:83]1[CH:88]=[CH:87][C:86]([Cl:89])=[C:85]([Cl:90])[CH:84]=1)[C:45]([C:47]1[C:51]([Cl:52])=[C:50]([CH3:53])[N:49]([C:54]2[CH:69]=[CH:68][C:57]([C:58]([O:60]CC3C=CC=CC=3)=[O:59])=[CH:56][C:55]=2[C:70]([N:72]2[CH2:81][CH2:80][C:79]3[C:74](=[CH:75][CH:76]=[CH:77][CH:78]=3)[CH2:73]2)=[O:71])[N:48]=1)=[O:46])[CH2:41][CH2:42][CH3:43]. (5) The reactants are: [Br:1][CH2:2][C:3]([NH:5][C:6]1[CH:11]=[CH:10][C:9]([Cl:12])=[C:8]([Cl:13])[CH:7]=1)=[O:4].[CH2:14]([NH2:18])[CH:15]([CH3:17])[CH3:16]. Given the product [BrH:1].[Cl:13][C:8]1[CH:7]=[C:6]([NH:5][C:3](=[O:4])[CH2:2][NH:18][CH2:14][CH:15]([CH3:17])[CH3:16])[CH:11]=[CH:10][C:9]=1[Cl:12], predict the reactants needed to synthesize it. (6) Given the product [CH2:1]([O:3][C:4](=[O:18])[CH:5]=[CH:6][C:7]1[C:11]2[CH:12]=[C:13]([CH:16]=[C:23]3[S:19][C:20](=[O:25])[NH:21][C:22]3=[O:24])[CH:14]=[CH:15][C:10]=2[O:9][CH:8]=1)[CH3:2], predict the reactants needed to synthesize it. The reactants are: [CH2:1]([O:3][C:4](=[O:18])[CH:5]=[CH:6][C:7]1[C:11]2[CH:12]=[C:13]([CH:16]=O)[CH:14]=[CH:15][C:10]=2[O:9][CH:8]=1)[CH3:2].[S:19]1[CH2:23][C:22](=[O:24])[NH:21][C:20]1=[O:25].